From a dataset of Drug-target binding data from BindingDB using Ki measurements. Regression. Given a target protein amino acid sequence and a drug SMILES string, predict the binding affinity score between them. We predict pKi (pKi = -log10(Ki in M); higher means stronger inhibition). Dataset: bindingdb_ki. (1) The compound is COc1cccc2c1CC[C@H]1CN(CCn3c(=O)[nH]c4c(sc5nccnc54)c3=O)C[C@@H]21. The target protein (P23944) has sequence MTFRDILSVTFEGPRSSSSTGGSGAGGGAGTVGPEGGAVGGVPGATGGGAVVGTGSGEDNQSSTGEPGAAASGEVNGSAAVGGLVVSAQGVGVGVFLAAFILTAVAGNLLVILSVACNRHLQTVTNYFIVNLAVADLLLSAAVLPFSATMEVLGFWAFGRTFCDVWAAVDVLCCTASILSLCTISVDRYVGVRHSLKYPAIMTERKAAAILALLWAVALVVSVGPLLGWKEPVPPDERFCGITEEVGYAIFSSVCSFYLPMAVIVVMYCRVYVVARSTTRSLEAGIKREPGKASEVVLRIHCRGAATSAKGYPGTQSSKGHTLRSSLSVRLLKFSREKKAAKTLAIVVGVFVLCWFPFFFVLPLGSLFPQLKPSEGVFKVIFWLGYFNSCVNPLIYPCSSREFKRAFLRLLRCQCRRRRRRLWAVYGHHWRASTGDARSDCAPSPRIAPPGAPLALTAHPGAGSADTPETQDSVSSSRKPASALREWRLLGPLQRPTTQL.... The pKi is 8.7. (2) The target protein (P13721) has sequence MIHTNLKKKFSLFILVFLLFAVICVWKKGSDYEALTLQAKEFQMPKSQEKVAMGSASQVVFSNSKQDPKEDIPILSYHRVTAKVKPQPSFQVWDKDSTYSKLNPRLLKIWRNYLNMNKYKVSYKGPGPGVKFSVEALRCHLRDHVNVSMIEATDFPFNTTEWEGYLPKENFRTKVGPWQRCAVVSSAGSLKNSQLGREIDNHDAVLRFNGAPTDNFQQDVGSKTTIRLMNSQLVTTEKRFLKDSLYTEGILIVWDPSVYHADIPKWYQKPDYNFFETYKSYRRLNPSQPFYILKPQMPWELWDIIQEISADLIQPNPPSSGMLGIIIMMTLCDQVDIYEFLPSKRKTDVCYYHQKFFDSACTMGAYDPLLFEKNMVKHLNEGTDEDIYLFGKATLSGFRNIRC. The compound is CC(C)C[C@H](NP(=O)(O)OC[C@H]1OC(n2ccc(N)nc2=O)[C@H](O)[C@@H]1O)C(=O)O. The pKi is 2.6. (3) The drug is CC(C)C[C@H](NC(=O)CNC(=O)[C@H](CCC(N)=O)NC(=O)[C@H](CC(C)C)NC(=O)[C@H](CC(C)C)NC(=O)[C@H](CCCN=C(N)N)NC(=O)[C@H](CCC(N)=O)NC(=O)[C@H](CC(C)C)NC(=O)[C@H](CCCN=C(N)N)NC(=O)[C@H](C)NC(=O)[C@H](CO)NC(=O)[C@H](CC(=O)O)NC(=O)[C@H](CCC(N)=O)NC(=O)[C@H](CC(C)C)NC(=O)[C@H](CCCN=C(N)N)NC(=O)[C@H](CO)NC(=O)[C@H](Cc1ccc(O)cc1)NC(=O)[C@@H]1CSSC[C@H](NC(=O)[C@H](Cc2ccccc2)NC(=O)[C@@H](NC(=O)CNC(=O)[C@H](CC(=O)O)NC(=O)[C@H](CO)NC(=O)[C@@H](N)Cc2cnc[nH]2)[C@@H](C)O)C(=O)N[C@@H](CO)C(=O)N1)C(=O)N[C@H](C(N)=O)C(C)C. The target protein (P47872) has sequence MRPHLSPPLQQLLLPVLLACAAHSTGALPRLCDVLQVLWEEQDQCLQELSREQTGDLGTEQPVPGCEGMWDNISCWPSSVPGRMVEVECPRFLRMLTSRNGSLFRNCTQDGWSETFPRPNLACGVNVNDSSNEKRHSYLLKLKVMYTVGYSSSLVMLLVALGILCAFRRLHCTRNYIHMHLFVSFILRALSNFIKDAVLFSSDDVTYCDAHRAGCKLVMVLFQYCIMANYSWLLVEGLYLHTLLAISFFSERKYLQGFVAFGWGSPAIFVALWAIARHFLEDVGCWDINANASIWWIIRGPVILSILINFILFINILRILMRKLRTQETRGNEVSHYKRLARSTLLLIPLFGIHYIVFAFSPEDAMEIQLFFELALGSFQGLVVAVLYCFLNGEVQLEVQKKWQQWHLREFPLHPVASFSNSTKASHLEQSQGTCRTSII. The pKi is 8.0.